Dataset: Forward reaction prediction with 1.9M reactions from USPTO patents (1976-2016). Task: Predict the product of the given reaction. Given the reactants [F:1][C:2]1[CH:7]=[CH:6][C:5]([C:8]2[N:9]=[C:10]([N:28]3[CH2:33][CH2:32][N:31](OCC)[CH2:30][C:29]3=C=O)[O:11][C:12]=2[C:13]2[CH:18]=[CH:17][N:16]=[C:15]([NH:19][C@H:20]([C:22]3[CH:27]=[CH:26][CH:25]=[CH:24][CH:23]=3)[CH3:21])[N:14]=2)=[CH:4][CH:3]=1.C[Si](I)(C)C.Cl.C([O-])([O-])=O.[Na+].[Na+], predict the reaction product. The product is: [F:1][C:2]1[CH:3]=[CH:4][C:5]([C:8]2[N:9]=[C:10]([N:28]3[CH2:29][CH2:30][NH:31][CH2:32][CH2:33]3)[O:11][C:12]=2[C:13]2[CH:18]=[CH:17][N:16]=[C:15]([NH:19][C@H:20]([C:22]3[CH:27]=[CH:26][CH:25]=[CH:24][CH:23]=3)[CH3:21])[N:14]=2)=[CH:6][CH:7]=1.